From a dataset of NCI-60 drug combinations with 297,098 pairs across 59 cell lines. Regression. Given two drug SMILES strings and cell line genomic features, predict the synergy score measuring deviation from expected non-interaction effect. Drug 1: CC12CCC3C(C1CCC2=O)CC(=C)C4=CC(=O)C=CC34C. Drug 2: CS(=O)(=O)CCNCC1=CC=C(O1)C2=CC3=C(C=C2)N=CN=C3NC4=CC(=C(C=C4)OCC5=CC(=CC=C5)F)Cl. Cell line: HCT-15. Synergy scores: CSS=30.4, Synergy_ZIP=0.735, Synergy_Bliss=1.83, Synergy_Loewe=-0.628, Synergy_HSA=0.501.